Dataset: Catalyst prediction with 721,799 reactions and 888 catalyst types from USPTO. Task: Predict which catalyst facilitates the given reaction. Reactant: [Cl:1][C:2]1[C:3]([C:22]#[N:23])=[C:4]([C:8]([NH:10][C@@H:11]2[CH2:16][CH2:15][N:14](C(OC)=O)[CH2:13][C@@H:12]2[CH3:21])=[O:9])[NH:5][C:6]=1[CH3:7].[OH-].[K+].O.NN.O. Product: [Cl:1][C:2]1[C:3]([C:22]#[N:23])=[C:4]([C:8]([NH:10][C@@H:11]2[CH2:16][CH2:15][NH:14][CH2:13][C@@H:12]2[CH3:21])=[O:9])[NH:5][C:6]=1[CH3:7]. The catalyst class is: 196.